Dataset: Full USPTO retrosynthesis dataset with 1.9M reactions from patents (1976-2016). Task: Predict the reactants needed to synthesize the given product. (1) Given the product [N:1]([C:2]1[CH:7]=[CH:6][C:5]([C:8]2[CH:13]=[CH:12][C:11]([NH:14][C:15](=[O:20])[CH2:16][CH2:17][CH2:18][CH3:19])=[CH:10][CH:9]=2)=[CH:4][CH:3]=1)=[C:21]=[S:22], predict the reactants needed to synthesize it. The reactants are: [NH2:1][C:2]1[CH:7]=[CH:6][C:5]([C:8]2[CH:13]=[CH:12][C:11]([NH:14][C:15](=[O:20])[CH2:16][CH2:17][CH2:18][CH3:19])=[CH:10][CH:9]=2)=[CH:4][CH:3]=1.[C:21](Cl)(Cl)=[S:22].C(N(CC)CC)C. (2) Given the product [CH2:12]([O:19][C:20]([N:22]1[CH2:27][CH2:26][C:25]([OH:28])([C:6]#[C:5][Si:2]([CH3:4])([CH3:3])[CH3:1])[CH2:24][CH2:23]1)=[O:21])[C:13]1[CH:18]=[CH:17][CH:16]=[CH:15][CH:14]=1, predict the reactants needed to synthesize it. The reactants are: [CH3:1][Si:2]([C:5]#[CH:6])([CH3:4])[CH3:3].C([Li])CCC.[CH2:12]([O:19][C:20]([N:22]1[CH2:27][CH2:26][C:25](=[O:28])[CH2:24][CH2:23]1)=[O:21])[C:13]1[CH:18]=[CH:17][CH:16]=[CH:15][CH:14]=1. (3) The reactants are: C[Si]([N-][Si](C)(C)C)(C)C.[Na+].[CH2:11]([C:13]1[CH:18]=[C:17]([C:19]2[CH:20]=[N:21][N:22]([CH2:24][C:25]3[CH:30]=[CH:29][C:28]([O:31][CH3:32])=[CH:27][CH:26]=3)[CH:23]=2)[CH:16]=[CH:15][C:14]=1[NH:33][C:34]1[N:39]=[CH:38][C:37]2[N:40]=[CH:41][N:42]([CH3:43])[C:36]=2[CH:35]=1)[CH3:12].I[CH3:45]. Given the product [CH2:11]([C:13]1[CH:18]=[C:17]([C:19]2[CH:20]=[N:21][N:22]([CH2:24][C:25]3[CH:26]=[CH:27][C:28]([O:31][CH3:32])=[CH:29][CH:30]=3)[CH:23]=2)[CH:16]=[CH:15][C:14]=1[N:33]([CH3:45])[C:34]1[N:39]=[CH:38][C:37]2[N:40]=[CH:41][N:42]([CH3:43])[C:36]=2[CH:35]=1)[CH3:12], predict the reactants needed to synthesize it. (4) Given the product [C:29]([C:27]1[CH:26]=[CH:25][C:24]([O:33][CH3:34])=[C:23]([C:10]2[C:9]([CH2:8][O:7][C:6]3[CH:35]=[C:2]([F:1])[CH:3]=[CH:4][C:5]=3[CH3:36])=[C:18]3[C:13]([NH:14][C:15]([CH3:22])([CH3:21])[C:16](=[O:20])[N:17]3[CH3:19])=[CH:12][CH:11]=2)[CH:28]=1)([OH:31])=[O:30], predict the reactants needed to synthesize it. The reactants are: [F:1][C:2]1[CH:3]=[CH:4][C:5]([CH3:36])=[C:6]([CH:35]=1)[O:7][CH2:8][C:9]1[C:10]([C:23]2[CH:28]=[C:27]([C:29]([O:31]C)=[O:30])[CH:26]=[CH:25][C:24]=2[O:33][CH3:34])=[CH:11][CH:12]=[C:13]2[C:18]=1[N:17]([CH3:19])[C:16](=[O:20])[C:15]([CH3:22])([CH3:21])[NH:14]2.C(OCC)(=O)C.Cl. (5) The reactants are: Cl[CH2:2][C:3]1[CH:8]=[CH:7][CH:6]=[C:5]([F:9])[CH:4]=1.[Cl:10][C:11]1[CH:16]=[C:15]([NH:17][C:18]2[C:27]3[C:22](=[CH:23][CH:24]=[CH:25][C:26]=3[O:28][CH2:29][C@@H:30]3[CH2:34][CH2:33][CH2:32][N:31]3[C:35](=[O:38])[CH2:36][OH:37])[N:21]=[CH:20][N:19]=2)[CH:14]=[CH:13][C:12]=1[OH:39]. Given the product [Cl:10][C:11]1[CH:16]=[C:15]([NH:17][C:18]2[C:27]3[C:22](=[CH:23][CH:24]=[CH:25][C:26]=3[O:28][CH2:29][C@@H:30]3[CH2:34][CH2:33][CH2:32][N:31]3[C:35](=[O:38])[CH2:36][OH:37])[N:21]=[CH:20][N:19]=2)[CH:14]=[CH:13][C:12]=1[O:39][CH2:2][C:3]1[CH:8]=[CH:7][CH:6]=[C:5]([F:9])[CH:4]=1, predict the reactants needed to synthesize it. (6) Given the product [Si:1]([O:8][C@H:9]1[CH2:14][CH2:13][C@@:12]([C@H:16]2[CH2:24][CH2:23][C@@:22]3([CH3:25])[C@@H:18]([CH2:19][CH2:20][C:21]3=[CH2:26])[C@@H:17]2[CH2:27][NH:28][CH2:53][C:45]2[N:44]([CH2:43][O:42][CH2:41][CH2:40][Si:39]([CH3:38])([CH3:55])[CH3:56])[C:48]3[CH:49]=[CH:50][CH:51]=[CH:52][C:47]=3[N:46]=2)([CH3:15])[C@@H:11]([CH2:29][O:30][Si:31]([C:34]([CH3:37])([CH3:36])[CH3:35])([CH3:32])[CH3:33])[CH2:10]1)([C:4]([CH3:7])([CH3:6])[CH3:5])([CH3:3])[CH3:2], predict the reactants needed to synthesize it. The reactants are: [Si:1]([O:8][C@H:9]1[CH2:14][CH2:13][C@@:12]([C@H:16]2[CH2:24][CH2:23][C@@:22]3([CH3:25])[C@@H:18]([CH2:19][CH2:20][C:21]3=[CH2:26])[C@@H:17]2[CH2:27][NH2:28])([CH3:15])[C@@H:11]([CH2:29][O:30][Si:31]([C:34]([CH3:37])([CH3:36])[CH3:35])([CH3:33])[CH3:32])[CH2:10]1)([C:4]([CH3:7])([CH3:6])[CH3:5])([CH3:3])[CH3:2].[CH3:38][Si:39]([CH3:56])([CH3:55])[CH2:40][CH2:41][O:42][CH2:43][N:44]1[C:48]2[CH:49]=[CH:50][CH:51]=[CH:52][C:47]=2[N:46]=[C:45]1[CH:53]=O.[BH4-].[Na+].